Dataset: Full USPTO retrosynthesis dataset with 1.9M reactions from patents (1976-2016). Task: Predict the reactants needed to synthesize the given product. Given the product [CH2:1]([O:8][C:9]1[CH:14]=[CH:13][C:12]([C:15]([C:20]2[CH:33]=[CH:32][C:23]([O:24][CH2:25][C:26](=[O:27])[CH:36]([CH3:38])[CH3:37])=[C:22]([CH3:34])[CH:21]=2)([CH2:18][CH3:19])[CH2:16][CH3:17])=[CH:11][C:10]=1[CH3:35])[C:2]1[CH:3]=[CH:4][CH:5]=[CH:6][CH:7]=1, predict the reactants needed to synthesize it. The reactants are: [CH2:1]([O:8][C:9]1[CH:14]=[CH:13][C:12]([C:15]([C:20]2[CH:33]=[CH:32][C:23]([O:24][CH2:25][C:26](N(OC)C)=[O:27])=[C:22]([CH3:34])[CH:21]=2)([CH2:18][CH3:19])[CH2:16][CH3:17])=[CH:11][C:10]=1[CH3:35])[C:2]1[CH:7]=[CH:6][CH:5]=[CH:4][CH:3]=1.[CH:36]([Mg]Cl)([CH3:38])[CH3:37].